From a dataset of Reaction yield outcomes from USPTO patents with 853,638 reactions. Predict the reaction yield, written as a fraction of the theoretical maximum amount of product (1.0 means a 100% yield; for example, 0.34 means a 34% yield). (1) The reactants are [CH3:1][O:2][C:3]([C:5]1([C:11]2[CH:16]=[CH:15][C:14]([N+:17]([O-])=O)=[CH:13][CH:12]=2)[CH2:10][CH2:9][O:8][CH2:7][CH2:6]1)=[O:4]. The catalyst is [Pd].CO. The product is [CH3:1][O:2][C:3]([C:5]1([C:11]2[CH:12]=[CH:13][C:14]([NH2:17])=[CH:15][CH:16]=2)[CH2:6][CH2:7][O:8][CH2:9][CH2:10]1)=[O:4]. The yield is 0.900. (2) The reactants are [CH3:1][C:2]1[CH:7]=[C:6]([O:8][C:9]2[CH:14]=[CH:13][CH:12]=[CH:11][CH:10]=2)[CH:5]=[CH:4][C:3]=1[N+:15]([O-:17])=[O:16].C(O[CH:21](OCC)[N:22]([CH3:24])[CH3:23])C. The catalyst is CN(C)C=O.C(OCC)C. The product is [CH3:21][N:22]([CH3:24])[CH:23]=[CH:1][C:2]1[CH:7]=[C:6]([O:8][C:9]2[CH:14]=[CH:13][CH:12]=[CH:11][CH:10]=2)[CH:5]=[CH:4][C:3]=1[N+:15]([O-:17])=[O:16]. The yield is 0.960. (3) The reactants are Br[C:2]1[C:7]([C:8]([F:11])([F:10])[F:9])=[CH:6][C:5]([NH:12][C:13]2[N:17]=[C:16]([NH2:18])[NH:15][N:14]=2)=[CH:4][C:3]=1[Cl:19].CN1C(C)(C)CC(SC2C=CC(B3OC(C)(C)C(C)(C)O3)=CC=2)CC1(C)C.[CH3:47][O:48][C:49]1[CH:54]=[CH:53][C:52](B2OC(C)(C)C(C)(C)O2)=[CH:51][C:50]=1[S:64]([N:67]1[CH2:72][CH2:71][N:70]([C:73]([O:75][C:76]([CH3:79])([CH3:78])[CH3:77])=[O:74])[CH2:69][CH2:68]1)(=[O:66])=[O:65].C([O-])([O-])=O.[K+].[K+]. The catalyst is COCCOC.O1CCOCC1.C1C=CC([P]([Pd]([P](C2C=CC=CC=2)(C2C=CC=CC=2)C2C=CC=CC=2)([P](C2C=CC=CC=2)(C2C=CC=CC=2)C2C=CC=CC=2)[P](C2C=CC=CC=2)(C2C=CC=CC=2)C2C=CC=CC=2)(C2C=CC=CC=2)C2C=CC=CC=2)=CC=1. The product is [NH2:18][C:16]1[NH:15][N:14]=[C:13]([NH:12][C:5]2[CH:6]=[C:7]([C:8]([F:11])([F:10])[F:9])[C:2]([C:52]3[CH:53]=[CH:54][C:49]([O:48][CH3:47])=[C:50]([S:64]([N:67]4[CH2:68][CH2:69][N:70]([C:73]([O:75][C:76]([CH3:79])([CH3:78])[CH3:77])=[O:74])[CH2:71][CH2:72]4)(=[O:66])=[O:65])[CH:51]=3)=[C:3]([Cl:19])[CH:4]=2)[N:17]=1. The yield is 0.310.